From a dataset of Reaction yield outcomes from USPTO patents with 853,638 reactions. Predict the reaction yield, written as a fraction of the theoretical maximum amount of product (1.0 means a 100% yield; for example, 0.34 means a 34% yield). (1) The reactants are [NH2:1][CH2:2][CH2:3][NH:4][C:5](=[O:28])[C:6]1[CH:11]=[CH:10][CH:9]=[C:8]([NH:12][C:13]2[N:18]=[C:17]([NH:19][C:20]3[CH:25]=[C:24]([OH:26])[CH:23]=[CH:22][C:21]=3[CH3:27])[CH:16]=[CH:15][N:14]=2)[CH:7]=1.[OH:29][C:30]1[CH:31]=[C:32]2[C:41](=[CH:42][CH:43]=1)[C:40]([C:44]1[CH:49]=[CH:48][C:47]([C:50](O)=[O:51])=[CH:46][C:45]=1[C:53]([OH:55])=[O:54])=[C:39]1[C:34](=[CH:35][C:36](=[O:56])[CH:37]=[CH:38]1)[O:33]2.C(N(CC)CC)C.C(Cl)CCl.C1C=CC2N(O)N=NC=2C=1.Cl. The catalyst is CN(C=O)C.C(OCC)(=O)C. The product is [OH:26][C:24]1[CH:23]=[CH:22][C:21]([CH3:27])=[C:20]([NH:19][C:17]2[CH:16]=[CH:15][N:14]=[C:13]([NH:12][C:8]3[CH:7]=[C:6]([C:5]([NH:4][CH2:3][CH2:2][NH:1][C:50]([C:47]4[CH:48]=[CH:49][C:44]([C:40]5[C:41]6[C:32]([O:33][C:34]7[C:39]=5[CH:38]=[CH:37][C:36](=[O:56])[CH:35]=7)=[CH:31][C:30]([OH:29])=[CH:43][CH:42]=6)=[C:45]([CH:46]=4)[C:53]([OH:55])=[O:54])=[O:51])=[O:28])[CH:11]=[CH:10][CH:9]=3)[N:18]=2)[CH:25]=1. The yield is 0.0500. (2) The reactants are Cl[C:2]1[C:11]2[C:6](=[CH:7][CH:8]=[C:9]([C:12]([N:14]3[CH2:17][CH:16]([O:18][CH3:19])[CH2:15]3)=[O:13])[CH:10]=2)[CH:5]=[N:4][CH:3]=1.[CH3:20][C:21]([OH:44])([CH3:43])[CH2:22][N:23]1[CH:27]=[C:26]([C:28]2[CH:33]=[CH:32][C:31](B3OC(C)(C)C(C)(C)O3)=[CH:30][CH:29]=2)[CH:25]=[N:24]1.[O-]P([O-])([O-])=O.[K+].[K+].[K+]. The catalyst is O1CCOCC1.O. The product is [OH:44][C:21]([CH3:43])([CH3:20])[CH2:22][N:23]1[CH:27]=[C:26]([C:28]2[CH:33]=[CH:32][C:31]([C:2]3[C:11]4[C:6](=[CH:7][CH:8]=[C:9]([C:12]([N:14]5[CH2:17][CH:16]([O:18][CH3:19])[CH2:15]5)=[O:13])[CH:10]=4)[CH:5]=[N:4][CH:3]=3)=[CH:30][CH:29]=2)[CH:25]=[N:24]1. The yield is 0.470. (3) The reactants are [CH3:1][O:2][C:3]1[C:11]([O:12]C)=[CH:10][C:6]([C:7]([OH:9])=[O:8])=[C:5]([N+:14]([O-:16])=[O:15])[CH:4]=1.Cl. The catalyst is [OH-].[K+]. The product is [OH:12][C:11]1[C:3]([O:2][CH3:1])=[CH:4][C:5]([N+:14]([O-:16])=[O:15])=[C:6]([CH:10]=1)[C:7]([OH:9])=[O:8]. The yield is 0.950. (4) The reactants are C([O:4][CH2:5][C:6]1[C:7]([N:32]2[CH2:44][CH2:43][N:35]3[C:36]4[CH2:37][CH2:38][CH2:39][CH2:40][C:41]=4[CH:42]=[C:34]3[C:33]2=[O:45])=[N:8][CH:9]=[CH:10][C:11]=1[C:12]1[CH:17]=[C:16]([NH:18][C:19]2[CH:29]=[C:22]3[CH2:23][N:24]([CH2:27][CH3:28])[CH2:25][CH2:26][N:21]3[N:20]=2)[C:15](=[O:30])[N:14]([CH3:31])[CH:13]=1)(=O)C.O.[OH-].[Li+]. The catalyst is CC(O)C.O1CCCC1. The product is [CH2:27]([N:24]1[CH2:25][CH2:26][N:21]2[N:20]=[C:19]([NH:18][C:16]3[C:15](=[O:30])[N:14]([CH3:31])[CH:13]=[C:12]([C:11]4[CH:10]=[CH:9][N:8]=[C:7]([N:32]5[CH2:44][CH2:43][N:35]6[C:36]7[CH2:37][CH2:38][CH2:39][CH2:40][C:41]=7[CH:42]=[C:34]6[C:33]5=[O:45])[C:6]=4[CH2:5][OH:4])[CH:17]=3)[CH:29]=[C:22]2[CH2:23]1)[CH3:28]. The yield is 0.280. (5) The reactants are Br[C:2]1[CH:3]=[CH:4][C:5]([CH3:8])=[N:6][CH:7]=1.[Li]CCCC.CN([CH:17]=[O:18])C. The catalyst is C1COCC1. The product is [CH3:8][C:5]1[CH:4]=[CH:3][C:2]([CH:17]=[O:18])=[CH:7][N:6]=1. The yield is 0.720. (6) The reactants are Cl[C:2]1[CH:7]=[CH:6][C:5]([C:8]2[N:9]=[CH:10][C:11]([NH2:14])=[N:12][CH:13]=2)=[C:4]([F:15])[CH:3]=1.[C:16]([NH:20][S:21]([C:24]1[CH:29]=[CH:28][CH:27]=[CH:26][C:25]=1B(O)O)(=[O:23])=[O:22])([CH3:19])([CH3:18])[CH3:17].N#N.[O-]P([O-])([O-])=O.[K+].[K+].[K+].C. The catalyst is CC(N(C)C)=O.CC(C1C=C(C(C)C)C(C2C=CC=C(P(C3CCCCC3)C3CCCCC3)C=2)=C(C(C)C)C=1)C.C1C=[C-]C(C2C(N)=CC=CC=2)=CC=1.Cl[Pd+]. The product is [NH2:14][C:11]1[N:12]=[CH:13][C:8]([C:5]2[CH:6]=[CH:7][C:2]([C:25]3[C:24]([S:21]([NH:20][C:16]([CH3:19])([CH3:18])[CH3:17])(=[O:22])=[O:23])=[CH:29][CH:28]=[CH:27][CH:26]=3)=[CH:3][C:4]=2[F:15])=[N:9][CH:10]=1. The yield is 0.809. (7) The reactants are [OH:1][C:2]1[CH:7]=[CH:6][C:5]([CH2:8][C:9]([OH:11])=[O:10])=[CH:4][C:3]=1[O:12][CH3:13].[S:14](O[S:14]([C:17]([F:20])([F:19])[F:18])(=[O:16])=[O:15])([C:17]([F:20])([F:19])[F:18])(=[O:16])=[O:15]. The yield is 0.950. The product is [CH3:13][O:12][C:3]1[CH:4]=[C:5]([CH2:8][C:9]([OH:11])=[O:10])[CH:6]=[CH:7][C:2]=1[O:1][S:14]([C:17]([F:20])([F:19])[F:18])(=[O:16])=[O:15]. The catalyst is C(Cl)Cl. (8) The reactants are O[CH2:2][C:3]1[CH:12]=[N:11][C:10]2[N:9]3[CH2:13][CH2:14][CH2:15][C@H:8]3[C:7](=[O:16])[NH:6][C:5]=2[CH:4]=1.[CH3:17][C:18]1[CH:19]=[C:20]([CH:23]=[CH:24][C:25]=1[N:26]1[CH2:31][CH2:30][NH:29][CH2:28][CH2:27]1)[C:21]#[N:22].[I-].C(C[P+](C)(C)C)#N.C(N(CC)C(C)C)(C)C. The catalyst is C(#N)CC. The product is [CH3:17][C:18]1[CH:19]=[C:20]([CH:23]=[CH:24][C:25]=1[N:26]1[CH2:27][CH2:28][N:29]([CH2:2][C:3]2[CH:12]=[N:11][C:10]3[N:9]4[CH2:13][CH2:14][CH2:15][C@H:8]4[C:7](=[O:16])[NH:6][C:5]=3[CH:4]=2)[CH2:30][CH2:31]1)[C:21]#[N:22]. The yield is 0.491. (9) The reactants are [C:1]([O:5][C:6](=[O:32])[N:7]([C@H:11]1[CH2:19][CH2:18][CH2:17][C@H:16]([CH2:20][C:21]2[CH:26]=[CH:25][C:24]([O:27][CH3:28])=[CH:23][CH:22]=2)[C@@H:15]([OH:29])[C@H:14]([CH3:30])[O:13][C:12]1=[O:31])[CH2:8][O:9][CH3:10])([CH3:4])([CH3:3])[CH3:2].[CH3:33][C:34](=[O:37])[C:35]#[CH:36]. The catalyst is C(Cl)Cl.C1N2CCN(CC2)C1. The product is [C:1]([O:5][C:6](=[O:32])[N:7]([C@H:11]1[CH2:19][CH2:18][CH2:17][C@H:16]([CH2:20][C:21]2[CH:26]=[CH:25][C:24]([O:27][CH3:28])=[CH:23][CH:22]=2)[C@@H:15]([O:29][CH:36]=[CH:35][C:34](=[O:37])[CH3:33])[C@H:14]([CH3:30])[O:13][C:12]1=[O:31])[CH2:8][O:9][CH3:10])([CH3:2])([CH3:4])[CH3:3]. The yield is 0.558. (10) The reactants are Cl[CH2:2][C:3]([N:5]1[C:14]2[C:9](=[CH:10][CH:11]=[CH:12][CH:13]=2)[CH2:8][CH2:7][CH2:6]1)=[O:4].[C:15]([C:17]1[CH:18]=[CH:19][C:20]2[S:24][C:23]([SH:25])=[N:22][C:21]=2[CH:26]=1)#[N:16]. No catalyst specified. The product is [N:5]1([C:3](=[O:4])[CH2:2][S:25][C:23]2[S:24][C:20]3[CH:19]=[CH:18][C:17]([C:15]#[N:16])=[CH:26][C:21]=3[N:22]=2)[C:14]2[C:9](=[CH:10][CH:11]=[CH:12][CH:13]=2)[CH2:8][CH2:7][CH2:6]1. The yield is 0.740.